From a dataset of NCI-60 drug combinations with 297,098 pairs across 59 cell lines. Regression. Given two drug SMILES strings and cell line genomic features, predict the synergy score measuring deviation from expected non-interaction effect. (1) Drug 1: C1CCC(C1)C(CC#N)N2C=C(C=N2)C3=C4C=CNC4=NC=N3. Drug 2: N.N.Cl[Pt+2]Cl. Cell line: T-47D. Synergy scores: CSS=0.229, Synergy_ZIP=3.00, Synergy_Bliss=7.35, Synergy_Loewe=2.35, Synergy_HSA=2.04. (2) Drug 1: C1C(C(OC1N2C=NC3=C(N=C(N=C32)Cl)N)CO)O. Drug 2: COC1=C2C(=CC3=C1OC=C3)C=CC(=O)O2. Cell line: IGROV1. Synergy scores: CSS=12.1, Synergy_ZIP=-3.36, Synergy_Bliss=0.480, Synergy_Loewe=-7.79, Synergy_HSA=0.471. (3) Drug 1: CC(C1=C(C=CC(=C1Cl)F)Cl)OC2=C(N=CC(=C2)C3=CN(N=C3)C4CCNCC4)N. Cell line: SF-539. Drug 2: C1CCC(C1)C(CC#N)N2C=C(C=N2)C3=C4C=CNC4=NC=N3. Synergy scores: CSS=7.11, Synergy_ZIP=-1.81, Synergy_Bliss=-0.380, Synergy_Loewe=0.0779, Synergy_HSA=0.341. (4) Drug 1: C#CCC(CC1=CN=C2C(=N1)C(=NC(=N2)N)N)C3=CC=C(C=C3)C(=O)NC(CCC(=O)O)C(=O)O. Drug 2: CC(C)CN1C=NC2=C1C3=CC=CC=C3N=C2N. Cell line: KM12. Synergy scores: CSS=-8.54, Synergy_ZIP=-0.0663, Synergy_Bliss=-8.72, Synergy_Loewe=-25.5, Synergy_HSA=-15.1. (5) Drug 2: CN(CCCl)CCCl.Cl. Cell line: HOP-92. Drug 1: CCC1=C2CN3C(=CC4=C(C3=O)COC(=O)C4(CC)O)C2=NC5=C1C=C(C=C5)O. Synergy scores: CSS=35.3, Synergy_ZIP=-4.45, Synergy_Bliss=-1.99, Synergy_Loewe=3.13, Synergy_HSA=4.19. (6) Drug 1: C1=CC(=CC=C1CCCC(=O)O)N(CCCl)CCCl. Cell line: HS 578T. Synergy scores: CSS=12.1, Synergy_ZIP=-0.895, Synergy_Bliss=6.85, Synergy_Loewe=1.80, Synergy_HSA=5.44. Drug 2: CC1=C(C(=CC=C1)Cl)NC(=O)C2=CN=C(S2)NC3=CC(=NC(=N3)C)N4CCN(CC4)CCO. (7) Drug 1: CCC1=CC2CC(C3=C(CN(C2)C1)C4=CC=CC=C4N3)(C5=C(C=C6C(=C5)C78CCN9C7C(C=CC9)(C(C(C8N6C)(C(=O)OC)O)OC(=O)C)CC)OC)C(=O)OC.C(C(C(=O)O)O)(C(=O)O)O. Drug 2: CC1C(C(CC(O1)OC2CC(CC3=C2C(=C4C(=C3O)C(=O)C5=C(C4=O)C(=CC=C5)OC)O)(C(=O)CO)O)N)O.Cl. Cell line: MALME-3M. Synergy scores: CSS=55.4, Synergy_ZIP=-3.31, Synergy_Bliss=-0.171, Synergy_Loewe=0.591, Synergy_HSA=2.27.